Dataset: Reaction yield outcomes from USPTO patents with 853,638 reactions. Task: Predict the reaction yield, written as a fraction of the theoretical maximum amount of product (1.0 means a 100% yield; for example, 0.34 means a 34% yield). (1) The reactants are [CH3:1][Mg+].[Br-].[CH2:4]([O:11][C:12]1[CH:17]=[CH:16][C:15]([N:18]2[CH:23]=[C:22]([O:24][CH3:25])[C:21](=[O:26])[C:20]([C:27](N(OC)C)=[O:28])=[N:19]2)=[C:14]([F:33])[CH:13]=1)[C:5]1[CH:10]=[CH:9][CH:8]=[CH:7][CH:6]=1. The catalyst is C1COCC1. The product is [C:27]([C:20]1[C:21](=[O:26])[C:22]([O:24][CH3:25])=[CH:23][N:18]([C:15]2[CH:16]=[CH:17][C:12]([O:11][CH2:4][C:5]3[CH:10]=[CH:9][CH:8]=[CH:7][CH:6]=3)=[CH:13][C:14]=2[F:33])[N:19]=1)(=[O:28])[CH3:1]. The yield is 0.850. (2) The reactants are C(OC(=O)[NH:7][C@@H:8]([CH2:21][C:22]1[CH:27]=[CH:26][CH:25]=[CH:24][CH:23]=1)[C:9]([N:11]1[CH2:20][CH2:19][C:18]2[C:13](=[CH:14][CH:15]=[CH:16][CH:17]=2)[CH2:12]1)=[O:10])(C)(C)C.C(O)(C(F)(F)F)=O. The catalyst is C(Cl)Cl. The product is [NH2:7][C@@H:8]([CH2:21][C:22]1[CH:27]=[CH:26][CH:25]=[CH:24][CH:23]=1)[C:9]([N:11]1[CH2:20][CH2:19][C:18]2[C:13](=[CH:14][CH:15]=[CH:16][CH:17]=2)[CH2:12]1)=[O:10]. The yield is 0.990. (3) The reactants are [C:1]([C:4]1[CH:28]=[CH:27][C:7]([O:8][CH2:9][C:10]2[CH:15]=[CH:14][C:13]([CH:16]([OH:26])[C:17]3[CH:18]=[C:19]([CH:23]=[CH:24][CH:25]=3)[C:20]([OH:22])=[O:21])=[CH:12][CH:11]=2)=[C:6]([CH2:29][CH2:30][CH3:31])[C:5]=1[OH:32])(=[O:3])[CH3:2].O1CCCC1.C(C(CCCC)C([O-])=O)C.[Na+:48]. The catalyst is C(OCC)(=O)C. The product is [C:1]([C:4]1[CH:28]=[CH:27][C:7]([O:8][CH2:9][C:10]2[CH:11]=[CH:12][C:13]([CH:16]([OH:26])[C:17]3[CH:18]=[C:19]([CH:23]=[CH:24][CH:25]=3)[C:20]([O-:22])=[O:21])=[CH:14][CH:15]=2)=[C:6]([CH2:29][CH2:30][CH3:31])[C:5]=1[OH:32])(=[O:3])[CH3:2].[Na+:48]. The yield is 0.940. (4) The reactants are O=P(Cl)(Cl)Cl.[CH:6]1([C:12]2[S:13][CH:14]=[C:15]([C:17]([OH:19])=O)[N:16]=2)[CH2:11][CH2:10][CH2:9][CH2:8][CH2:7]1.[C:20]([C:23]1[CH:29]=[CH:28][C:27]([O:30][CH3:31])=[C:26]([CH3:32])[C:24]=1[NH2:25])(=[O:22])[CH3:21]. The catalyst is N1C=CC=CC=1. The product is [C:20]([C:23]1[C:24]([NH:25][C:17]([C:15]2[N:16]=[C:12]([CH:6]3[CH2:7][CH2:8][CH2:9][CH2:10][CH2:11]3)[S:13][CH:14]=2)=[O:19])=[C:26]([CH3:32])[C:27]([O:30][CH3:31])=[CH:28][CH:29]=1)(=[O:22])[CH3:21]. The yield is 0.950. (5) The reactants are CC1C=CC=CC=1N1CCN(C(OC(C)(C)C)=O)CC1=O.CS(O[CH2:27][CH2:28][N:29]([CH2:37][C:38]([NH:40][C:41]1[CH:46]=[C:45]([Br:47])[CH:44]=[CH:43][C:42]=1[CH3:48])=[O:39])[C:30]([O:32][C:33]([CH3:36])([CH3:35])[CH3:34])=[O:31])(=O)=O.[H-].[Na+].CO. The catalyst is CN(C)C=O. The product is [Br:47][C:45]1[CH:44]=[CH:43][C:42]([CH3:48])=[C:41]([N:40]2[CH2:27][CH2:28][N:29]([C:30]([O:32][C:33]([CH3:36])([CH3:35])[CH3:34])=[O:31])[CH2:37][C:38]2=[O:39])[CH:46]=1. The yield is 0.338. (6) The reactants are [Br:1][C:2]1[CH:11]=[CH:10][C:5]([C:6]([O:8]C)=[O:7])=[C:4]([S:12]C(N(C)C)=O)[CH:3]=1.[OH-].[Na+].Cl. No catalyst specified. The product is [Br:1][C:2]1[CH:3]=[C:4]([SH:12])[C:5](=[CH:10][CH:11]=1)[C:6]([OH:8])=[O:7]. The yield is 1.00. (7) The reactants are [NH:1]1[CH2:6][CH2:5][CH:4]([CH2:7][CH2:8][C:9]([O:11][CH2:12][CH3:13])=[O:10])[CH2:3][CH2:2]1.C(#N)C.C(N(CC)CC)C.[CH2:24](Br)[C:25]1[CH:30]=[CH:29][CH:28]=[CH:27][CH:26]=1. The catalyst is O. The product is [CH2:24]([N:1]1[CH2:6][CH2:5][CH:4]([CH2:7][CH2:8][C:9]([O:11][CH2:12][CH3:13])=[O:10])[CH2:3][CH2:2]1)[C:25]1[CH:30]=[CH:29][CH:28]=[CH:27][CH:26]=1. The yield is 0.370. (8) The reactants are [OH:1][NH:2][C:3]1[CH:13]=[CH:12][CH:11]=[CH:10][C:4]=1[C:5]([O:7][CH2:8][CH3:9])=[O:6].Br[CH2:15][C:16]1[N:17]=[C:18]([C:21]([F:24])([F:23])[F:22])[S:19][CH:20]=1. No catalyst specified. The product is [F:22][C:21]([F:24])([F:23])[C:18]1[S:19][CH:20]=[C:16]([CH2:15][O:1][NH:2][C:3]2[CH:13]=[CH:12][CH:11]=[CH:10][C:4]=2[C:5]([O:7][CH2:8][CH3:9])=[O:6])[N:17]=1. The yield is 0.520. (9) The reactants are [Cl:1][C:2]1[N:7]=[C:6](Cl)[C:5]([O:9][CH2:10][CH:11]([OH:16])[C:12]([CH3:15])([CH3:14])[CH3:13])=[C:4]([N:17]2[CH2:22][CH2:21][O:20][CH2:19][CH2:18]2)[N:3]=1.[H-].[Na+]. The catalyst is C1COCC1. The product is [C:12]([CH:11]1[O:16][C:6]2[N:7]=[C:2]([Cl:1])[N:3]=[C:4]([N:17]3[CH2:22][CH2:21][O:20][CH2:19][CH2:18]3)[C:5]=2[O:9][CH2:10]1)([CH3:15])([CH3:14])[CH3:13]. The yield is 1.00.